Regression/Classification. Given a drug SMILES string, predict its absorption, distribution, metabolism, or excretion properties. Task type varies by dataset: regression for continuous measurements (e.g., permeability, clearance, half-life) or binary classification for categorical outcomes (e.g., BBB penetration, CYP inhibition). Dataset: cyp1a2_veith. From a dataset of CYP1A2 inhibition data for predicting drug metabolism from PubChem BioAssay. (1) The drug is Cc1ccc(CSC2=CS(=O)(=O)c3ccccc3N2)cc1. The result is 1 (inhibitor). (2) The drug is CCOc1[nH]n(-c2ccc(Cl)cc2)c(=O)c1C=Nc1ccc(Cl)cc1. The result is 1 (inhibitor). (3) The molecule is CN(/N=C\c1ccccc1O)c1ccc2ccccc2n1. The result is 1 (inhibitor). (4) The compound is Cn1sc(NC(=O)c2ccccc2)nc1=O. The result is 0 (non-inhibitor).